From a dataset of Reaction yield outcomes from USPTO patents with 853,638 reactions. Predict the reaction yield, written as a fraction of the theoretical maximum amount of product (1.0 means a 100% yield; for example, 0.34 means a 34% yield). The reactants are [Cl:1][C:2]1[CH:3]=[N:4][N:5]([C@H:7]([CH3:12])[C:8]([O:10]C)=[O:9])[CH:6]=1.Cl. No catalyst specified. The product is [Cl:1][C:2]1[CH:3]=[N:4][N:5]([C@H:7]([CH3:12])[C:8]([OH:10])=[O:9])[CH:6]=1. The yield is 0.330.